This data is from Reaction yield outcomes from USPTO patents with 853,638 reactions. The task is: Predict the reaction yield, written as a fraction of the theoretical maximum amount of product (1.0 means a 100% yield; for example, 0.34 means a 34% yield). (1) The product is [Cl:1][C:2]1[N:11]=[C:10]([N:19]2[CH2:20][CH2:21][C@H:17]([NH:16][CH2:14][CH3:15])[CH2:18]2)[C:9]2[C:4](=[C:5]([CH3:13])[CH:6]=[CH:7][CH:8]=2)[N:3]=1. The yield is 0.780. No catalyst specified. The reactants are [Cl:1][C:2]1[N:11]=[C:10](Cl)[C:9]2[C:4](=[C:5]([CH3:13])[CH:6]=[CH:7][CH:8]=2)[N:3]=1.[CH2:14]([NH:16][C@H:17]1[CH2:21][CH2:20][NH:19][CH2:18]1)[CH3:15]. (2) The reactants are [CH3:1][C:2]1[CH2:3][C:4]2[CH:5]=[CH:6][C:7]3[CH:15]=[CH:14][CH:13]=[CH:12][C:8]=3[C:9]=2[C:10]=1[Li].[CH3:16][Si:17]([CH3:20])(Cl)[Cl:18]. The catalyst is O1CCCC1.C(OCC)C. The product is [CH3:1][C:2]1[CH2:3][C:4]2[CH:5]=[CH:6][C:7]3[CH:15]=[CH:14][CH:13]=[CH:12][C:8]=3[C:9]=2[C:10]=1[Si:17]([CH3:20])([CH3:16])[Cl:18]. The yield is 1.00.